From a dataset of CYP1A2 inhibition data for predicting drug metabolism from PubChem BioAssay. Regression/Classification. Given a drug SMILES string, predict its absorption, distribution, metabolism, or excretion properties. Task type varies by dataset: regression for continuous measurements (e.g., permeability, clearance, half-life) or binary classification for categorical outcomes (e.g., BBB penetration, CYP inhibition). Dataset: cyp1a2_veith. The molecule is O=C1CCCC=C1[C@H](CCc1ccccc1)OC(=O)c1ccc(Br)cc1. The result is 0 (non-inhibitor).